Dataset: Reaction yield outcomes from USPTO patents with 853,638 reactions. Task: Predict the reaction yield, written as a fraction of the theoretical maximum amount of product (1.0 means a 100% yield; for example, 0.34 means a 34% yield). (1) The reactants are [C:1]1([CH:7]2[CH2:10][C:9](=[N:11]O)[CH2:8]2)[CH:6]=[CH:5][CH:4]=[CH:3][CH:2]=1.[H-].[Al+3].[Li+].[H-].[H-].[H-].O.[OH-].[Na+]. The catalyst is C1COCC1. The product is [C:1]1([CH:7]2[CH2:8][CH:9]([NH2:11])[CH2:10]2)[CH:6]=[CH:5][CH:4]=[CH:3][CH:2]=1. The yield is 0.662. (2) The reactants are [CH3:1][N:2]1[C:6]([C:7]2[CH:8]=[N:9][NH:10][C:11]=2[NH2:12])=[CH:5][CH:4]=[N:3]1.[CH2:13]([O:15][C:16]1[CH:17]=[C:18]([C:23](=O)[CH2:24][C:25](OCC)=[O:26])[CH:19]=[CH:20][C:21]=1[F:22])[CH3:14].CC1C=CC(S(O)(=O)=O)=CC=1. The catalyst is CCCCO. The product is [CH2:13]([O:15][C:16]1[CH:17]=[C:18]([C:23]2[NH:12][C:11]3[N:10]([N:9]=[CH:8][C:7]=3[C:6]3[N:2]([CH3:1])[N:3]=[CH:4][CH:5]=3)[C:25](=[O:26])[CH:24]=2)[CH:19]=[CH:20][C:21]=1[F:22])[CH3:14]. The yield is 0.640. (3) The reactants are Cl[CH2:2][C:3]([NH:5][C:6]1[CH:11]=[CH:10][CH:9]=[CH:8][C:7]=1[CH2:12][OH:13])=[O:4].[OH-].[Na+]. The catalyst is C(O)(C)C. The product is [NH:5]1[C:6]2[CH:11]=[CH:10][CH:9]=[CH:8][C:7]=2[CH2:12][O:13][CH2:2][C:3]1=[O:4]. The yield is 0.650. (4) The reactants are [NH2:1][C:2]1[N:6]([C:7]2[CH:8]=[C:9]([CH2:13][CH:14]([CH3:18])[C:15]([NH2:17])=[O:16])[CH:10]=[CH:11][CH:12]=2)[N:5]=[C:4]([C:19]2[CH:24]=[CH:23][CH:22]=[CH:21][C:20]=2[F:25])[CH:3]=1.[Cl:26][C:27]1[C:32]([Cl:33])=[CH:31][CH:30]=[CH:29][C:28]=1[N:34]=[C:35]=[O:36]. No catalyst specified. The product is [NH2:17][C:15](=[O:16])[CH:14]([CH3:18])[CH2:13][C:9]1[CH:8]=[C:7]([N:6]2[C:2]([NH:1][C:35]([NH:34][C:28]3[CH:29]=[CH:30][CH:31]=[C:32]([Cl:33])[C:27]=3[Cl:26])=[O:36])=[CH:3][C:4]([C:19]3[CH:24]=[CH:23][CH:22]=[CH:21][C:20]=3[F:25])=[N:5]2)[CH:12]=[CH:11][CH:10]=1. The yield is 0.180. (5) The reactants are [C:1]([O:5][C:6](=[O:29])[NH:7][C:8]([CH3:28])([CH3:27])[CH2:9][C:10]1[C:18]2[C:13](=[C:14]([O:19]CC3C=CC=CC=3)[CH:15]=[CH:16][CH:17]=2)[NH:12][CH:11]=1)([CH3:4])([CH3:3])[CH3:2]. The catalyst is [Pd].C(O)C. The product is [C:1]([O:5][C:6](=[O:29])[NH:7][C:8]([CH3:28])([CH3:27])[CH2:9][C:10]1[C:18]2[C:13](=[C:14]([OH:19])[CH:15]=[CH:16][CH:17]=2)[NH:12][CH:11]=1)([CH3:4])([CH3:2])[CH3:3]. The yield is 0.960. (6) The catalyst is C1(C)C=CC=CC=1. The reactants are [OH:1][C:2]1[C:11]2[C:6](=[CH:7][CH:8]=[CH:9][CH:10]=2)[C:5]([OH:12])=[CH:4][C:3]=1[C:13]([O:15][CH3:16])=[O:14].[CH2:17]([N:19]([CH2:36][CH3:37])[C:20]1[CH:25]=[CH:24][C:23]([C:26]([C:30]2[CH:35]=[CH:34][CH:33]=[CH:32][CH:31]=2)(O)[C:27]#[CH:28])=[CH:22][CH:21]=1)[CH3:18]. The yield is 0.560. The product is [CH2:36]([N:19]([CH2:17][CH3:18])[C:20]1[CH:25]=[CH:24][C:23]([C:26]2([C:30]3[CH:31]=[CH:32][CH:33]=[CH:34][CH:35]=3)[O:12][C:5]3[C:6]4[C:11]([C:2]([OH:1])=[C:3]([C:13]([O:15][CH3:16])=[O:14])[C:4]=3[CH:28]=[CH:27]2)=[CH:10][CH:9]=[CH:8][CH:7]=4)=[CH:22][CH:21]=1)[CH3:37]. (7) The reactants are C(O[CH:4](O)[C:5]([C:7]1[CH:8]=[C:9]([NH:13][S:14]([C:17]2[CH:22]=[CH:21][CH:20]=[CH:19][CH:18]=2)(=[O:16])=[O:15])[CH:10]=[CH:11][CH:12]=1)=[O:6])C.[I:24][C:25]1[N:26]=[CH:27][N:28]([CH2:30][CH2:31][C:32]([NH2:35])([CH3:34])[CH3:33])[CH:29]=1.[BH4-].[Na+].C(=O)([O-])[O-].[K+].[K+]. The catalyst is C(O)C. The product is [OH:6][CH:5]([C:7]1[CH:8]=[C:9]([NH:13][S:14]([C:17]2[CH:18]=[CH:19][CH:20]=[CH:21][CH:22]=2)(=[O:15])=[O:16])[CH:10]=[CH:11][CH:12]=1)[CH2:4][NH:35][C:32]([CH3:34])([CH3:33])[CH2:31][CH2:30][N:28]1[CH:29]=[C:25]([I:24])[N:26]=[CH:27]1. The yield is 0.450. (8) The reactants are F[C:2]1[N:10]=[C:9]2[C:5]([N:6]=[CH:7][N:8]2[CH3:11])=[C:4]([NH:12][C:13]2[C:14]([O:19][CH3:20])=[N:15][N:16]([CH3:18])[CH:17]=2)[N:3]=1.[F:21][C@@H:22]1[CH2:26][NH:25][CH2:24][C@H:23]1[NH:27][C:28](=[O:35])[CH2:29][CH2:30]S(C)(=O)=O.C(N(CC)C(C)C)(C)C.CC(C)([O-])C.[K+].P([O-])([O-])([O-])=O. The catalyst is CS(C)=O.C1COCC1.O. The product is [F:21][C@@H:22]1[CH2:26][N:25]([C:2]2[N:10]=[C:9]3[C:5]([N:6]=[CH:7][N:8]3[CH3:11])=[C:4]([NH:12][C:13]3[C:14]([O:19][CH3:20])=[N:15][N:16]([CH3:18])[CH:17]=3)[N:3]=2)[CH2:24][C@H:23]1[NH:27][C:28](=[O:35])[CH:29]=[CH2:30]. The yield is 0.750. (9) The reactants are [Li][CH2:2]CCC.C(NC(C)C)(C)C.[CH:13]1([C:18]([O:20][CH2:21][CH3:22])=[O:19])[CH2:17][CH2:16][CH2:15][CH2:14]1.IC. The catalyst is C1COCC1.O. The product is [CH3:2][C:13]1([C:18]([O:20][CH2:21][CH3:22])=[O:19])[CH2:17][CH2:16][CH2:15][CH2:14]1. The yield is 0.850.